This data is from Reaction yield outcomes from USPTO patents with 853,638 reactions. The task is: Predict the reaction yield, written as a fraction of the theoretical maximum amount of product (1.0 means a 100% yield; for example, 0.34 means a 34% yield). The reactants are Br[C:2]1[CH:3]=[C:4]([O:9][CH:10]([CH3:12])[CH3:11])[C:5]([NH2:8])=[N:6][CH:7]=1.[CH3:13][C:14]1([CH3:30])[C:18]([CH3:20])([CH3:19])[O:17][B:16]([B:16]2[O:17][C:18]([CH3:20])([CH3:19])[C:14]([CH3:30])([CH3:13])[O:15]2)[O:15]1.C([O-])(=O)C.[K+].C1(P(C2CCCCC2)C2CCCCC2)CCCCC1. The catalyst is O1CCOCC1.C1C=CC(/C=C/C(/C=C/C2C=CC=CC=2)=O)=CC=1.C1C=CC(/C=C/C(/C=C/C2C=CC=CC=2)=O)=CC=1.C1C=CC(/C=C/C(/C=C/C2C=CC=CC=2)=O)=CC=1.[Pd].[Pd]. The product is [CH:10]([O:9][C:4]1[C:5]([NH2:8])=[N:6][CH:7]=[C:2]([B:16]2[O:17][C:18]([CH3:20])([CH3:19])[C:14]([CH3:30])([CH3:13])[O:15]2)[CH:3]=1)([CH3:12])[CH3:11]. The yield is 0.500.